Predict the reaction yield, written as a fraction of the theoretical maximum amount of product (1.0 means a 100% yield; for example, 0.34 means a 34% yield). From a dataset of Reaction yield outcomes from USPTO patents with 853,638 reactions. (1) The reactants are [CH3:1][C:2]([NH:25][C:26]([NH2:28])=[S:27])([CH3:24])[CH2:3][NH:4]C(C1C=CC=CC=1)(C1C=CC=CC=1)C1C=CC=CC=1.[Br:29][CH:30]1[CH2:36][CH2:35][O:34][C:33]2[CH:37]=[C:38]([Br:41])[CH:39]=[CH:40][C:32]=2[C:31]1=O. The catalyst is C(O)C. The product is [BrH:29].[Br:41][C:38]1[CH:39]=[CH:40][C:32]2[C:31]3[N:28]=[C:26]([NH:25][C:2]([CH3:24])([CH3:1])[CH2:3][NH2:4])[S:27][C:30]=3[CH2:36][CH2:35][O:34][C:33]=2[CH:37]=1. The yield is 0.680. (2) The yield is 0.457. The catalyst is CN(C=O)C. The product is [CH3:12][O:3][CH:4]([CH2:8][S:9][CH3:10])[C:5]([OH:7])=[O:6]. The reactants are [H-].[Na+].[OH:3][CH:4]([CH2:8][S:9][CH3:10])[C:5]([OH:7])=[O:6].I[CH3:12]. (3) The reactants are [NH2:1][C:2]1[CH:27]=[CH:26][C:5]([O:6][C:7]2[CH:12]=[CH:11][N:10]=[C:9]([NH:13][C:14]([N:16]3[CH2:21][CH2:20][CH:19]([CH2:22][N:23]([CH3:25])[CH3:24])[CH2:18][CH2:17]3)=[O:15])[CH:8]=2)=[C:4]([F:28])[CH:3]=1.[C:29]1([CH2:35][C:36]([N:38]=[C:39]=[O:40])=[O:37])[CH:34]=[CH:33][CH:32]=[CH:31][CH:30]=1. The catalyst is O1CCCC1.CCCCCC. The product is [CH3:24][N:23]([CH2:22][CH:19]1[CH2:18][CH2:17][N:16]([C:14]([NH:13][C:9]2[CH:8]=[C:7]([O:6][C:5]3[CH:26]=[CH:27][C:2]([NH:1][C:39]([NH:38][C:36](=[O:37])[CH2:35][C:29]4[CH:30]=[CH:31][CH:32]=[CH:33][CH:34]=4)=[O:40])=[CH:3][C:4]=3[F:28])[CH:12]=[CH:11][N:10]=2)=[O:15])[CH2:21][CH2:20]1)[CH3:25]. The yield is 0.540. (4) The reactants are C([O:8][C:9]1[CH:10]=[C:11](/[CH:16]=[CH:17]/[C:18]([O:20][CH3:21])=[O:19])[CH:12]=[CH:13][C:14]=1I)C1C=CC=CC=1.[CH2:22]([NH:29][C:30](=[O:48])[N:31]([CH3:47])[C:32]1[CH:37]=[CH:36][CH:35]=[C:34](B2OC(C)(C)C(C)(C)O2)[CH:33]=1)[CH2:23][CH2:24][CH2:25][CH2:26][CH2:27][CH3:28].P([O-])([O-])([O-])=O.[K+].[K+].[K+]. The catalyst is CN(C)C=O.O.C([O-])(=O)C.[Pd+2].C([O-])(=O)C.C1(P(C2CCCCC2)C2C=CC=CC=2C2C=CC=CC=2)CCCCC1. The product is [CH2:22]([NH:29][C:30](=[O:48])[N:31]([C:32]1[CH:37]=[C:36]([C:14]2[CH:13]=[CH:12][C:11](/[CH:16]=[CH:17]/[C:18]([O:20][CH3:21])=[O:19])=[CH:10][C:9]=2[OH:8])[CH:35]=[CH:34][CH:33]=1)[CH3:47])[CH2:23][CH2:24][CH2:25][CH2:26][CH2:27][CH3:28]. The yield is 0.980.